This data is from Full USPTO retrosynthesis dataset with 1.9M reactions from patents (1976-2016). The task is: Predict the reactants needed to synthesize the given product. (1) Given the product [CH2:1]([O:8][NH:9][C:10]([C:12]1[CH:17]=[CH:16][CH:15]=[CH:14][C:13]=1[NH:18][CH2:19][C:20]1[CH:21]=[CH:22][C:23]([F:29])=[C:24]([CH:28]=1)[C:25]([NH:41][CH2:42][CH2:43][OH:44])=[O:26])=[O:11])[C:2]1[CH:7]=[CH:6][CH:5]=[CH:4][CH:3]=1, predict the reactants needed to synthesize it. The reactants are: [CH2:1]([O:8][NH:9][C:10]([C:12]1[CH:17]=[CH:16][CH:15]=[CH:14][C:13]=1[NH:18][CH2:19][C:20]1[CH:21]=[CH:22][C:23]([F:29])=[C:24]([CH:28]=1)[C:25](O)=[O:26])=[O:11])[C:2]1[CH:7]=[CH:6][CH:5]=[CH:4][CH:3]=1.O.ON1C2C=CC=CC=2N=N1.[NH2:41][CH2:42][CH2:43][OH:44].CN1CCOCC1.Cl.C(N=C=NCCCN(C)C)C. (2) Given the product [Si:1]([O:8][CH:9]1[CH2:20][C:19](=[O:21])[O:18][C@H:17](/[C:22](/[CH3:35])=[CH:23]/[CH2:24][OH:25])[C@@H:16]([CH3:36])[CH:15]=[CH:14][C@@H:13]2[O:37][C@H:38]([C:40]3[CH:41]=[CH:42][CH:43]=[CH:44][CH:45]=3)[O:39][C@:12]2([CH3:46])[CH2:11][CH2:10]1)([C:4]([CH3:5])([CH3:6])[CH3:7])([CH3:3])[CH3:2], predict the reactants needed to synthesize it. The reactants are: [Si:1]([O:8][CH:9]1[CH2:20][C:19](=[O:21])[O:18][C@H:17](/[C:22](/[CH3:35])=[CH:23]/[CH2:24][O:25]CC2C=CC(OC)=CC=2)[C@@H:16]([CH3:36])[CH:15]=[CH:14][C@@H:13]2[O:37][C@H:38]([C:40]3[CH:45]=[CH:44][CH:43]=[CH:42][CH:41]=3)[O:39][C@:12]2([CH3:46])[CH2:11][CH2:10]1)([C:4]([CH3:7])([CH3:6])[CH3:5])([CH3:3])[CH3:2].P([O-])([O-])([O-])=O.ClC1C(=O)C(C#N)=C(C#N)C(=O)C=1Cl. (3) Given the product [C:1]([NH:5][O:6][C:36]1[CH:37]=[CH:38][C:39]([C:41]([F:42])([F:43])[F:44])=[CH:40][C:35]=1[C:34](/[N:33]=[C:31]1\[S:32][C:28]([C:24]([CH3:25])([CH3:27])[CH3:26])=[N:29][N:30]\1[CH2:47][CH2:48][CH2:49][C:50]#[N:51])=[O:46])([CH3:4])([CH3:3])[CH3:2], predict the reactants needed to synthesize it. The reactants are: [C:1]([NH:5][OH:6])([CH3:4])([CH3:3])[CH3:2].C(O)(=O)C.C(NO)(C)(C)C.C(=O)(O)[O-].[Na+].[H-].[Na+].[C:24]([C:28]1[S:32]/[C:31](=[N:33]\[C:34](=[O:46])[C:35]2[CH:40]=[C:39]([C:41]([F:44])([F:43])[F:42])[CH:38]=[CH:37][C:36]=2F)/[N:30]([CH2:47][CH2:48][CH2:49][C:50]#[N:51])[N:29]=1)([CH3:27])([CH3:26])[CH3:25].